Dataset: Reaction yield outcomes from USPTO patents with 853,638 reactions. Task: Predict the reaction yield, written as a fraction of the theoretical maximum amount of product (1.0 means a 100% yield; for example, 0.34 means a 34% yield). (1) The reactants are O1CCCC1.[NH2:6][C:7]1[C:12]([C:13]2[O:17][N:16]=[C:15]([CH2:18][C:19]3[CH:24]=[CH:23][C:22]([OH:25])=[CH:21][CH:20]=3)[CH:14]=2)=[CH:11][CH:10]=[C:9]([NH2:26])[N:8]=1.[OH-].[Na+].[Cl:29][C:30]1[CH:35]=[CH:34][N:33]=[C:32]([CH2:36]Cl)[CH:31]=1. The catalyst is CN(C)C=O. The product is [Cl:29][C:30]1[CH:35]=[CH:34][N:33]=[C:32]([CH2:36][O:25][C:22]2[CH:23]=[CH:24][C:19]([CH2:18][C:15]3[CH:14]=[C:13]([C:12]4[C:7]([NH2:6])=[N:8][C:9]([NH2:26])=[CH:10][CH:11]=4)[O:17][N:16]=3)=[CH:20][CH:21]=2)[CH:31]=1. The yield is 0.120. (2) The reactants are [NH:1]1[CH2:6][CH2:5][O:4][CH2:3][CH2:2]1.C(N(CC)CC)C.[O:14]=[C:15]1[CH:19]([CH2:20]OS(C)(=O)=O)[CH2:18][CH2:17][N:16]1[C:26]1[CH:35]=[C:34]2[C:29]([CH:30]=[C:31]([C:37]3[CH:42]=[CH:41][CH:40]=[CH:39][C:38]=3[C:43]([F:46])([F:45])[F:44])[NH:32][C:33]2=[O:36])=[CH:28][CH:27]=1.[Cl-].[NH4+]. The catalyst is C1COCC1. The product is [N:1]1([CH2:20][CH:19]2[CH2:18][CH2:17][N:16]([C:26]3[CH:35]=[C:34]4[C:29]([CH:30]=[C:31]([C:37]5[CH:42]=[CH:41][CH:40]=[CH:39][C:38]=5[C:43]([F:46])([F:45])[F:44])[NH:32][C:33]4=[O:36])=[CH:28][CH:27]=3)[C:15]2=[O:14])[CH2:6][CH2:5][O:4][CH2:3][CH2:2]1. The yield is 0.220. (3) The reactants are Br[C:2]1[CH:7]=[CH:6][C:5]([O:8][CH3:9])=[CH:4][CH:3]=1.[Li]CCCC.C([O:19][B:20]([O-])[O-:21])CCC. The catalyst is C1COCC1. The product is [CH3:9][O:8][C:5]1[CH:6]=[CH:7][C:2]([B:20]([OH:21])[OH:19])=[CH:3][CH:4]=1. The yield is 0.920. (4) The reactants are [F:1][C:2]1[CH:10]=[CH:9][C:5]([C:6](Cl)=[O:7])=[CH:4][CH:3]=1.[Br:11][C:12]1[CH:18]=[CH:17][C:15]([NH2:16])=[CH:14][CH:13]=1.S(=O)(=O)(O)O.C(O)(=O)C. The catalyst is [Cl-].[Zn+2].[Cl-].O. The yield is 0.460. The product is [NH2:16][C:15]1[CH:17]=[CH:18][C:12]([Br:11])=[CH:13][C:14]=1[C:6]([C:5]1[CH:9]=[CH:10][C:2]([F:1])=[CH:3][CH:4]=1)=[O:7]. (5) The reactants are [Br:1][C:2]1[CH:3]=[C:4]([N+:12]([O-:14])=[O:13])[C:5]([CH3:11])=[C:6]([CH:10]=1)[C:7]([OH:9])=[O:8].[C:15](=O)([O-])[O-].[Na+].[Na+].CI. The yield is 1.00. The catalyst is CN(C=O)C. The product is [Br:1][C:2]1[CH:3]=[C:4]([N+:12]([O-:14])=[O:13])[C:5]([CH3:11])=[C:6]([CH:10]=1)[C:7]([O:9][CH3:15])=[O:8]. (6) The reactants are [F:1][C:2]1[CH:7]=[CH:6][C:5]([NH:8][C:9]2[N:10]([CH3:25])[C:11]3[C:20]4[C:19](=[O:21])[NH:18][C:17]([CH3:22])=[C:16]([CH3:23])[C:15]=4[CH:14]=[CH:13][C:12]=3[N:24]=2)=[C:4]([CH3:26])[CH:3]=1.[O:27]1CCOCC1. No catalyst specified. The product is [F:1][C:2]1[CH:7]=[CH:6][C:5]([NH:8][C:9]2[N:10]([CH3:25])[C:11]3[C:20]4[C:19](=[O:21])[NH:18][C:17]([CH:22]=[O:27])=[C:16]([CH3:23])[C:15]=4[CH:14]=[CH:13][C:12]=3[N:24]=2)=[C:4]([CH3:26])[CH:3]=1. The yield is 0.820.